Dataset: Peptide-MHC class I binding affinity with 185,985 pairs from IEDB/IMGT. Task: Regression. Given a peptide amino acid sequence and an MHC pseudo amino acid sequence, predict their binding affinity value. This is MHC class I binding data. (1) The peptide sequence is WVGRASDPD. The MHC is HLA-B40:01 with pseudo-sequence HLA-B40:01. The binding affinity (normalized) is 0.0847. (2) The peptide sequence is CNYTKFWYV. The MHC is HLA-A02:06 with pseudo-sequence HLA-A02:06. The binding affinity (normalized) is 0.673. (3) The peptide sequence is TTFDLTLRR. The MHC is HLA-C04:01 with pseudo-sequence HLA-C04:01. The binding affinity (normalized) is 0.213. (4) The peptide sequence is YLKKLDDFY. The MHC is HLA-A02:12 with pseudo-sequence HLA-A02:12. The binding affinity (normalized) is 0.0847. (5) The peptide sequence is FPYSTFPII. The MHC is HLA-B42:01 with pseudo-sequence HLA-B42:01. The binding affinity (normalized) is 0.729. (6) The peptide sequence is HVTQHWPQL. The MHC is HLA-B15:01 with pseudo-sequence HLA-B15:01. The binding affinity (normalized) is 0.0847. (7) The peptide sequence is TMTLSCNGET. The MHC is HLA-A02:01 with pseudo-sequence HLA-A02:01. The binding affinity (normalized) is 0.0173. (8) The peptide sequence is SDRLHHDPL. The MHC is HLA-B44:02 with pseudo-sequence HLA-B44:02. The binding affinity (normalized) is 0.0847. (9) The peptide sequence is QARGHVVAM. The MHC is HLA-B07:02 with pseudo-sequence HLA-B07:02. The binding affinity (normalized) is 0.733. (10) The peptide sequence is FEDQLLPFMSD. The MHC is H-2-Kb with pseudo-sequence H-2-Kb. The binding affinity (normalized) is 0.